From a dataset of Full USPTO retrosynthesis dataset with 1.9M reactions from patents (1976-2016). Predict the reactants needed to synthesize the given product. (1) Given the product [Br:1][C:2]1[CH:21]=[CH:20][C:5]2[N:6]=[C:7]([NH:9][C:10]3[CH:15]=[CH:14][N:13]=[C:12]([NH:22][C@H:23]4[CH2:28][CH2:27][C@H:26]([OH:29])[CH2:25][CH2:24]4)[N:11]=3)[S:8][C:4]=2[CH:3]=1, predict the reactants needed to synthesize it. The reactants are: [Br:1][C:2]1[CH:21]=[CH:20][C:5]2[N:6]=[C:7]([NH:9][C:10]3[CH:15]=[CH:14][N:13]=[C:12](S(C)(=O)=O)[N:11]=3)[S:8][C:4]=2[CH:3]=1.[NH2:22][C@H:23]1[CH2:28][CH2:27][C@H:26]([OH:29])[CH2:25][CH2:24]1.C(N(C(C)C)CC)(C)C. (2) The reactants are: [CH3:1][O:2][C:3](=[O:15])[CH2:4][C:5]1[C:9]2[CH:10]=[CH:11][C:12]([OH:14])=[CH:13][C:8]=2[S:7][CH:6]=1.C(N(CC)CC)C.[F:23][C:24]([F:37])([F:36])[S:25](O[S:25]([C:24]([F:37])([F:36])[F:23])(=[O:27])=[O:26])(=[O:27])=[O:26].[Cl-].[NH4+]. Given the product [CH3:1][O:2][C:3](=[O:15])[CH2:4][C:5]1[C:9]2[CH:10]=[CH:11][C:12]([O:14][S:25]([C:24]([F:37])([F:36])[F:23])(=[O:27])=[O:26])=[CH:13][C:8]=2[S:7][CH:6]=1, predict the reactants needed to synthesize it. (3) Given the product [Cl:1][C:2]1[CH:8]=[C:7]2[C:5](=[CH:4][CH:3]=1)[NH:6][C:13](=[O:14])[C:12]([CH:9]([CH3:11])[CH3:10])=[C:18]2[OH:19], predict the reactants needed to synthesize it. The reactants are: [Cl:1][C:2]1[CH:8]=[CH:7][C:5]([NH2:6])=[CH:4][CH:3]=1.[CH:9]([CH:12]([C:18](OCC)=[O:19])[C:13](OCC)=[O:14])([CH3:11])[CH3:10]. (4) The reactants are: [Br:1][C:2]1[N:6]2[N:7]=[C:8]([NH:11][CH2:12][C@@H:13]3[CH2:17][CH2:16][CH2:15][NH:14]3)[CH:9]=[CH:10][C:5]2=[N:4][CH:3]=1.C(N(CC)CC)C.[C:25]([N:29]=[C:30]=[O:31])([CH3:28])([CH3:27])[CH3:26]. Given the product [Br:1][C:2]1[N:6]2[N:7]=[C:8]([NH:11][CH2:12][C@@H:13]3[CH2:17][CH2:16][CH2:15][N:14]3[C:30]([NH:29][C:25]([CH3:28])([CH3:27])[CH3:26])=[O:31])[CH:9]=[CH:10][C:5]2=[N:4][CH:3]=1, predict the reactants needed to synthesize it.